Dataset: Forward reaction prediction with 1.9M reactions from USPTO patents (1976-2016). Task: Predict the product of the given reaction. (1) The product is: [CH3:14][N:15]1[CH:19]=[CH:18][C:17]([CH3:20])=[N:16]1.[CH3:21][N:22]1[C:26]([CH3:27])=[CH:25][CH:24]=[N:23]1. Given the reactants CNN.COC(OC)CC(=O)C.Cl.[CH3:14][N:15]1[CH:19]=[CH:18][C:17]([CH3:20])=[N:16]1.[CH3:21][N:22]1[C:26]([CH3:27])=[CH:25][CH:24]=[N:23]1, predict the reaction product. (2) Given the reactants Br[C:2]1[C:10]2[N:9]3[CH2:11][CH2:12][NH:13][C:14](=[O:15])[C:8]3=[C:7]([CH3:16])[C:6]=2[CH:5]=[C:4]([C:17]#[N:18])[CH:3]=1.[OH:19][CH2:20][C:21]1[CH:26]=[CH:25][C:24](B(O)O)=[CH:23][CH:22]=1, predict the reaction product. The product is: [OH:19][CH2:20][C:21]1[CH:26]=[CH:25][C:24]([C:2]2[C:10]3[N:9]4[CH2:11][CH2:12][NH:13][C:14](=[O:15])[C:8]4=[C:7]([CH3:16])[C:6]=3[CH:5]=[C:4]([C:17]#[N:18])[CH:3]=2)=[CH:23][CH:22]=1. (3) The product is: [C:23]([CH2:25][CH:26]([C:27]1([C:30]#[N:31])[CH2:29][CH2:28]1)[N:1]1[CH:5]=[C:4]([C:6]2[C:7]3[CH:14]=[CH:13][N:12]([CH2:15][O:16][CH2:17][CH2:18][Si:19]([CH3:22])([CH3:21])[CH3:20])[C:8]=3[N:9]=[CH:10][N:11]=2)[CH:3]=[N:2]1)#[N:24]. Given the reactants [NH:1]1[CH:5]=[C:4]([C:6]2[C:7]3[CH:14]=[CH:13][N:12]([CH2:15][O:16][CH2:17][CH2:18][Si:19]([CH3:22])([CH3:21])[CH3:20])[C:8]=3[N:9]=[CH:10][N:11]=2)[CH:3]=[N:2]1.[C:23](/[CH:25]=[CH:26]/[C:27]1([C:30]#[N:31])[CH2:29][CH2:28]1)#[N:24].C1CCN2C(=NCCC2)CC1, predict the reaction product. (4) Given the reactants [N+:1]([C:4]1[CH:12]=[C:11]2[C:7]([CH:8]=[N:9][NH:10]2)=[CH:6][CH:5]=1)([O-:3])=[O:2].C(=O)([O-])[O-].[K+].[K+].Cl.Cl[CH2:21][CH2:22][N:23]1[CH2:27][CH2:26][CH2:25][CH2:24]1, predict the reaction product. The product is: [N+:1]([C:4]1[CH:5]=[CH:6][C:7]2[C:11]([CH:12]=1)=[N:10][N:9]([CH2:21][CH2:22][N:23]1[CH2:27][CH2:26][CH2:25][CH2:24]1)[CH:8]=2)([O-:3])=[O:2]. (5) The product is: [CH:8]([O:7][P:5]([CH2:11][O:12][CH2:13][N:14]1[C:22]([CH2:23][CH2:24][CH2:25][NH2:26])=[N:21][C:20]2[C:15]1=[N:16][C:17]([C:32]([C:33]1[CH:34]=[CH:35][CH:36]=[CH:37][CH:38]=1)([C:45]1[CH:46]=[CH:47][CH:48]=[CH:49][CH:50]=1)[C:39]1[CH:40]=[CH:41][CH:42]=[CH:43][CH:44]=1)=[N:18][C:19]=2[NH:29][O:30][CH3:31])([O:4][CH:1]([CH3:3])[CH3:2])=[O:6])([CH3:9])[CH3:10]. Given the reactants [CH:1]([O:4][P:5]([CH2:11][O:12][CH2:13][N:14]1[C:22]([CH2:23][CH2:24][CH2:25][N:26]=[N+]=[N-])=[N:21][C:20]2[C:15]1=[N:16][C:17]([C:32]([C:45]1[CH:50]=[CH:49][CH:48]=[CH:47][CH:46]=1)([C:39]1[CH:44]=[CH:43][CH:42]=[CH:41][CH:40]=1)[C:33]1[CH:38]=[CH:37][CH:36]=[CH:35][CH:34]=1)=[N:18][C:19]=2[NH:29][O:30][CH3:31])([O:7][CH:8]([CH3:10])[CH3:9])=[O:6])([CH3:3])[CH3:2].C1(P(C2C=CC=CC=2)C2C=CC=CC=2)C=CC=CC=1, predict the reaction product. (6) Given the reactants [CH3:1][C:2]([CH3:7])([CH3:6])[CH2:3][CH:4]=[O:5].[CH:8]([Mg]Br)=[CH2:9].[Cl-].[NH4+], predict the reaction product. The product is: [CH3:1][C:2]([CH3:7])([CH3:6])[CH2:3][CH:4]([OH:5])[CH:8]=[CH2:9]. (7) Given the reactants [OH:1][CH2:2][CH2:3][CH2:4][C:5]([O-:7])=[O:6].[Na+].[CH2:9](Br)[C:10]1[CH:15]=[CH:14][CH:13]=[CH:12][CH:11]=1.O, predict the reaction product. The product is: [OH:1][CH2:2][CH2:3][CH2:4][C:5]([O:7][CH2:9][C:10]1[CH:15]=[CH:14][CH:13]=[CH:12][CH:11]=1)=[O:6]. (8) The product is: [OH:29][C:28]1[C:27]2[C:22](=[N:23][CH:24]=[CH:25][CH:26]=2)[N:21]([CH3:30])[C:20](=[O:31])[C:19]=1[C:16](=[O:18])[CH:17]=[CH:11][C:10]1[CH:13]=[CH:14][CH:15]=[C:8]([C:6]([NH:5][CH2:4][CH2:3][O:2][CH3:1])=[O:7])[CH:9]=1. Given the reactants [CH3:1][O:2][CH2:3][CH2:4][NH:5][C:6]([C:8]1[CH:9]=[C:10]([CH:13]=[CH:14][CH:15]=1)[CH:11]=O)=[O:7].[C:16]([C:19]1[C:20](=[O:31])[N:21]([CH3:30])[C:22]2[C:27]([C:28]=1[OH:29])=[CH:26][CH:25]=[CH:24][N:23]=2)(=[O:18])[CH3:17].N1CCCCC1, predict the reaction product. (9) Given the reactants [F:1][C:2]1[CH:7]=[CH:6][CH:5]=[C:4]([F:8])[C:3]=1[CH:9]1[NH:14][C:13]2[CH:15]=[CH:16][C:17](B3OC(C)(C)C(C)(C)O3)=[CH:18][C:12]=2[O:11][CH2:10]1.Br[C:29]1[N:33]([CH3:34])[N:32]=[C:31]([C:35]2[CH:36]=[N:37][CH:38]=[CH:39][CH:40]=2)[N:30]=1, predict the reaction product. The product is: [F:8][C:4]1[CH:5]=[CH:6][CH:7]=[C:2]([F:1])[C:3]=1[CH:9]1[NH:14][C:13]2[CH:15]=[CH:16][C:17]([C:29]3[N:33]([CH3:34])[N:32]=[C:31]([C:35]4[CH:36]=[N:37][CH:38]=[CH:39][CH:40]=4)[N:30]=3)=[CH:18][C:12]=2[O:11][CH2:10]1.